This data is from hERG Central: cardiac toxicity at 1µM, 10µM, and general inhibition. The task is: Predict hERG channel inhibition at various concentrations. (1) The drug is CC(Oc1ccc(Br)cc1)C(=O)NC1CCN(Cc2ccccc2)CC1. Results: hERG_inhib (hERG inhibition (general)): blocker. (2) The drug is CCCc1ccc(OCC(O)CN2CCc3ccccc3C2)cc1.Cl. Results: hERG_inhib (hERG inhibition (general)): blocker. (3) The molecule is O=C(CCc1nnc2ccc(NCc3ccco3)nn12)N1CCN(c2ccccc2)CC1. Results: hERG_inhib (hERG inhibition (general)): blocker. (4) The drug is Cc1ccc(CN2CCN(Cc3ccc(-n4cccn4)cc3)CC2CCO)cc1. Results: hERG_inhib (hERG inhibition (general)): blocker. (5) Results: hERG_inhib (hERG inhibition (general)): blocker. The compound is C/C=C/c1ccc(OCCCCN(C)Cc2ccccc2)c(OC)c1.O=C(O)C(=O)O. (6) The molecule is CN1C(C(=O)NCc2ccccc2)CC2Cn3c(nc4cc5ccccc5cc43)C21. Results: hERG_inhib (hERG inhibition (general)): blocker. (7) The drug is CC(=O)c1ccc(OCC(=O)N2CCN(S(=O)(=O)c3ccc(C)cc3C)CC2)cc1. Results: hERG_inhib (hERG inhibition (general)): blocker. (8) The drug is Cc1ccc(C(CNS(=O)(=O)c2ccc(F)cc2C)N2CCN(C)CC2)cc1. Results: hERG_inhib (hERG inhibition (general)): blocker.